The task is: Predict the reaction yield, written as a fraction of the theoretical maximum amount of product (1.0 means a 100% yield; for example, 0.34 means a 34% yield).. This data is from Reaction yield outcomes from USPTO patents with 853,638 reactions. The reactants are [CH3:1][C:2]([CH3:15])([CH3:14])[C:3]#[C:4]B(OC(C)C)OC(C)C.Br[C:17]1[C:26]2[C:21](=[CH:22][CH:23]=[CH:24][CH:25]=2)[C:20]([C:27]([NH:29][S:30]([C:33]2[CH:38]=[CH:37][CH:36]=[CH:35][C:34]=2[S:39](=[O:42])(=[O:41])[NH2:40])(=[O:32])=[O:31])=[O:28])=[CH:19][CH:18]=1.C(=O)([O-])[O-].[K+].[K+].O. The catalyst is O1CCCC1.C1C=CC(P(C2C=CC=CC=2)[C-]2C=CC=C2)=CC=1.C1C=CC(P(C2C=CC=CC=2)[C-]2C=CC=C2)=CC=1.Cl[Pd]Cl.[Fe+2]. The product is [CH3:15][C:2]([CH3:1])([CH3:14])[C:3]#[C:4][C:17]1[C:26]2[C:21](=[CH:22][CH:23]=[CH:24][CH:25]=2)[C:20]([C:27]([NH:29][S:30]([C:33]2[CH:38]=[CH:37][CH:36]=[CH:35][C:34]=2[S:39](=[O:41])(=[O:42])[NH2:40])(=[O:31])=[O:32])=[O:28])=[CH:19][CH:18]=1. The yield is 0.0900.